Dataset: Reaction yield outcomes from USPTO patents with 853,638 reactions. Task: Predict the reaction yield, written as a fraction of the theoretical maximum amount of product (1.0 means a 100% yield; for example, 0.34 means a 34% yield). The reactants are FC(F)(F)S(O[C:7]1[C:16]2[C:11](=[CH:12][CH:13]=[C:14]([O:17][CH3:18])[N:15]=2)[N:10]=[CH:9][CH:8]=1)(=O)=O.C([O-])([O-])=O.[K+].[K+].CO[CH2:29][CH2:30]OC. The catalyst is O.C1C=CC([P]([Pd]([P](C2C=CC=CC=2)(C2C=CC=CC=2)C2C=CC=CC=2)([P](C2C=CC=CC=2)(C2C=CC=CC=2)C2C=CC=CC=2)[P](C2C=CC=CC=2)(C2C=CC=CC=2)C2C=CC=CC=2)(C2C=CC=CC=2)C2C=CC=CC=2)=CC=1. The product is [CH:29]([C:7]1[CH:8]=[CH:9][N:10]=[C:11]2[C:16]=1[N:15]=[C:14]([O:17][CH3:18])[CH:13]=[CH:12]2)=[CH2:30]. The yield is 0.810.